From a dataset of Retrosynthesis with 50K atom-mapped reactions and 10 reaction types from USPTO. Predict the reactants needed to synthesize the given product. (1) Given the product Cc1c(B2OC(C)(C)C(C)(C)O2)cccc1-n1c(=O)c2ccccc2n(C)c1=O, predict the reactants needed to synthesize it. The reactants are: CC1(C)OB(B2OC(C)(C)C(C)(C)O2)OC1(C)C.Cc1c(Br)cccc1-n1c(=O)c2ccccc2n(C)c1=O. (2) Given the product Fc1ccc(-c2ccncc2)c(-c2ccc(OCc3ccc4ccccc4n3)cc2)c1, predict the reactants needed to synthesize it. The reactants are: O=S(=O)(Oc1ccc(F)cc1-c1ccc(OCc2ccc3ccccc3n2)cc1)C(F)(F)F.OB(O)c1ccncc1. (3) Given the product Cc1ccc(Cn2c(-c3ccc(Oc4ccc5[nH]c(C(=O)NCC6COC(C)(C)O6)cc5c4)cc3)cc(C(F)(F)F)c(C#N)c2=O)c(C)c1, predict the reactants needed to synthesize it. The reactants are: CC1(C)OCC(CN)O1.Cc1ccc(Cn2c(-c3ccc(Oc4ccc5[nH]c(C(=O)NCC(O)CO)cc5c4)cc3)cc(C(F)(F)F)c(C#N)c2=O)c(C)c1.